This data is from Reaction yield outcomes from USPTO patents with 853,638 reactions. The task is: Predict the reaction yield, written as a fraction of the theoretical maximum amount of product (1.0 means a 100% yield; for example, 0.34 means a 34% yield). The reactants are [NH2:1][C@H:2]1[CH2:7][CH2:6][C@H:5]([CH2:8][NH:9][C:10]2[C:15]([N+:16]([O-:18])=[O:17])=[CH:14][N:13]=[C:12]([NH:19][CH2:20][C:21]3[CH:26]=[CH:25][CH:24]=[CH:23][C:22]=3[O:27][C:28]([F:31])([F:30])[F:29])[N:11]=2)[CH2:4][CH2:3]1.[CH3:32][S:33](Cl)(=[O:35])=[O:34].CCN(C(C)C)C(C)C. The catalyst is C(Cl)Cl. The product is [N+:16]([C:15]1[C:10]([NH:9][CH2:8][C@H:5]2[CH2:4][CH2:3][C@H:2]([NH:1][S:33]([CH3:32])(=[O:35])=[O:34])[CH2:7][CH2:6]2)=[N:11][C:12]([NH:19][CH2:20][C:21]2[CH:26]=[CH:25][CH:24]=[CH:23][C:22]=2[O:27][C:28]([F:30])([F:31])[F:29])=[N:13][CH:14]=1)([O-:18])=[O:17]. The yield is 0.470.